From a dataset of Reaction yield outcomes from USPTO patents with 853,638 reactions. Predict the reaction yield, written as a fraction of the theoretical maximum amount of product (1.0 means a 100% yield; for example, 0.34 means a 34% yield). The reactants are [NH2:1][CH2:2][CH2:3][NH:4][C:5](=[O:11])OC(C)(C)C.C(N(CC)CC)C.[N:19]1[C:28]2[C:23](=[CH:24][CH:25]=[CH:26][CH:27]=2)[N:22]=[CH:21][C:20]=1C(Cl)=O. The catalyst is C(Cl)(Cl)Cl. The product is [NH2:1][CH2:2][CH2:3][NH:4][C:5]([C:20]1[CH:21]=[N:22][C:23]2[C:28](=[CH:27][CH:26]=[CH:25][CH:24]=2)[N:19]=1)=[O:11]. The yield is 0.830.